Dataset: Reaction yield outcomes from USPTO patents with 853,638 reactions. Task: Predict the reaction yield, written as a fraction of the theoretical maximum amount of product (1.0 means a 100% yield; for example, 0.34 means a 34% yield). (1) The reactants are [S:1]1[C:6]2[CH:7]=[CH:8][CH:9]=[CH:10][C:5]=2[NH:4][C:3](=[O:11])[CH2:2]1.Br[CH2:13][C@H:14]([CH3:24])[CH2:15][O:16][Si:17]([C:20]([CH3:23])([CH3:22])[CH3:21])([CH3:19])[CH3:18].C(=O)([O-])[O-].[Cs+].[Cs+]. The catalyst is CN(C=O)C. The product is [Si:17]([O:16][CH2:15][C@@H:14]([CH3:24])[CH2:13][N:4]1[C:5]2[CH:10]=[CH:9][CH:8]=[CH:7][C:6]=2[S:1][CH2:2][C:3]1=[O:11])([C:20]([CH3:21])([CH3:22])[CH3:23])([CH3:18])[CH3:19]. The yield is 0.700. (2) The reactants are [CH3:1][O:2][C:3]1[CH:18]=[C:17]2[C:6]([CH2:7][C:8]3[C:16]4[CH:15]=[CH:14][CH:13]=[CH:12][C:11]=4[NH:10][C:9]=32)=[CH:5][CH:4]=1.[OH-].[Na+].I[CH3:22]. The catalyst is C1C=CC=CC=1.[I-].C([N+](CCCC)(CCCC)CCCC)CCC.O. The product is [CH3:1][O:2][C:3]1[CH:18]=[C:17]2[C:6]([CH2:7][C:8]3[C:16]4[CH:15]=[CH:14][CH:13]=[CH:12][C:11]=4[N:10]([CH3:22])[C:9]=32)=[CH:5][CH:4]=1. The yield is 0.870. (3) The reactants are [C:1]([O:5][C:6](=[O:34])[NH:7][CH2:8][CH2:9][CH2:10][N:11]([C:25](=[O:33])[C:26]1[CH:31]=[CH:30][C:29]([CH3:32])=[CH:28][CH:27]=1)[CH:12]([C:15]1[NH:20][C:19](=[O:21])[C:18]2=[CH:22][CH:23]=[CH:24][N:17]2[N:16]=1)[CH2:13][CH3:14])([CH3:4])([CH3:3])[CH3:2].C(=O)([O-])[O-].[Cs+].[Cs+].[F:41][C:42]1[CH:49]=[CH:48][C:45]([CH2:46]Br)=[CH:44][CH:43]=1. The catalyst is O1CCOCC1.C(OCC)(=O)C. The product is [C:1]([O:5][C:6](=[O:34])[NH:7][CH2:8][CH2:9][CH2:10][N:11]([CH:12]([C:15]1[N:20]([CH2:46][C:45]2[CH:48]=[CH:49][C:42]([F:41])=[CH:43][CH:44]=2)[C:19](=[O:21])[C:18]2=[CH:22][CH:23]=[CH:24][N:17]2[N:16]=1)[CH2:13][CH3:14])[C:25](=[O:33])[C:26]1[CH:27]=[CH:28][C:29]([CH3:32])=[CH:30][CH:31]=1)([CH3:2])([CH3:4])[CH3:3]. The yield is 0.150.